Dataset: Full USPTO retrosynthesis dataset with 1.9M reactions from patents (1976-2016). Task: Predict the reactants needed to synthesize the given product. (1) Given the product [F:38][C:6]1[CH:7]=[CH:2][CH:3]=[CH:4][C:5]=1[C:8]1[C:9]([NH2:37])=[N:10][CH:11]=[N:12][C:13]=1[N:14]1[CH2:19][CH2:18][CH:17]([C:20]2[N:21]([CH3:36])[CH:22]=[C:23]([C:25]3[CH:30]=[CH:29][C:28]([F:31])=[C:27]([C:32]([F:35])([F:34])[F:33])[CH:26]=3)[N:24]=2)[CH2:16][CH2:15]1, predict the reactants needed to synthesize it. The reactants are: F[C:2]1[CH:7]=[CH:6][C:5]([C:8]2[C:9]([NH2:37])=[N:10][CH:11]=[N:12][C:13]=2[N:14]2[CH2:19][CH2:18][CH:17]([C:20]3[N:21]([CH3:36])[CH:22]=[C:23]([C:25]4[CH:30]=[CH:29][C:28]([F:31])=[C:27]([C:32]([F:35])([F:34])[F:33])[CH:26]=4)[N:24]=3)[CH2:16][CH2:15]2)=[CH:4][CH:3]=1.[F:38]C1C=CC=CC=1B(O)O. (2) Given the product [Cl:1][C:2]1[CH:3]=[C:4](/[C:12](=[N:16]\[O:17][CH:18]2[CH2:22][CH2:21][CH2:20][CH2:19]2)/[C:13]([NH:32][C:33]2[S:34][C:35]([C:38]([NH2:40])=[O:39])=[CH:36][N:37]=2)=[O:15])[CH:5]=[CH:6][C:7]=1[S:8]([CH3:11])(=[O:9])=[O:10], predict the reactants needed to synthesize it. The reactants are: [Cl:1][C:2]1[CH:3]=[C:4](/[C:12](=[N:16]\[O:17][CH:18]2[CH2:22][CH2:21][CH2:20][CH2:19]2)/[C:13]([OH:15])=O)[CH:5]=[CH:6][C:7]=1[S:8]([CH3:11])(=[O:10])=[O:9].C(N(CC)C(C)C)(C)C.[NH2:32][C:33]1[S:34][C:35]([C:38]([NH2:40])=[O:39])=[CH:36][N:37]=1. (3) Given the product [OH:12][C:9]([C:6]1[CH:7]=[CH:8][C:3]([CH:2]=[O:1])=[CH:4][CH:5]=1)([CH3:11])[CH3:10], predict the reactants needed to synthesize it. The reactants are: [OH:1][CH2:2][C:3]1[CH:8]=[CH:7][C:6]([C:9]([OH:12])([CH3:11])[CH3:10])=[CH:5][CH:4]=1.